From a dataset of Reaction yield outcomes from USPTO patents with 853,638 reactions. Predict the reaction yield, written as a fraction of the theoretical maximum amount of product (1.0 means a 100% yield; for example, 0.34 means a 34% yield). (1) The reactants are C([O:8][CH2:9][CH2:10][CH2:11][CH2:12][C:13]1[O:14][C:15]2[C:24]3[CH:23]([CH2:25][CH2:26][NH:27][C:28](=[O:30])[CH3:29])[CH2:22][CH2:21][C:20]=3[CH:19]=[CH:18][C:16]=2[N:17]=1)C1C=CC=CC=1. The catalyst is CO.[C].[Pd]. The product is [OH:8][CH2:9][CH2:10][CH2:11][CH2:12][C:13]1[O:14][C:15]2[C:24]3[CH:23]([CH2:25][CH2:26][NH:27][C:28](=[O:30])[CH3:29])[CH2:22][CH2:21][C:20]=3[CH:19]=[CH:18][C:16]=2[N:17]=1. The yield is 0.810. (2) The catalyst is C1COCC1.C1(C)C=CC=CC=1.[Rh]. The yield is 0.870. The product is [F:1][C:2]1[CH:3]=[C:4]2[C:5]([CH:8]=[CH:9][NH:15]2)=[CH:6][CH:7]=1. The reactants are [F:1][C:2]1[CH:7]=[CH:6][C:5]([CH2:8]/[CH:9]=N/NC(N)=O)=[C:4]([N+:15]([O-])=O)[CH:3]=1.